Dataset: Catalyst prediction with 721,799 reactions and 888 catalyst types from USPTO. Task: Predict which catalyst facilitates the given reaction. Reactant: [NH2:1][C:2]1[NH:6][N:5]=[C:4]([CH3:7])[C:3]=1[C:8]1[S:9][C:10]2[CH:16]=[C:15]([S:17](Cl)(=[O:19])=[O:18])[CH:14]=[CH:13][C:11]=2[N:12]=1.[S:21]1[CH:25]=[CH:24][CH:23]=[C:22]1[CH2:26][CH2:27][NH2:28].CN1CCOCC1. Product: [S:21]1[CH:25]=[CH:24][CH:23]=[C:22]1[CH2:26][CH2:27][NH:28][S:17]([C:15]1[CH:14]=[CH:13][C:11]2[N:12]=[C:8]([C:3]3[C:4]([CH3:7])=[N:5][NH:6][C:2]=3[NH2:1])[S:9][C:10]=2[CH:16]=1)(=[O:19])=[O:18]. The catalyst class is: 22.